From a dataset of Catalyst prediction with 721,799 reactions and 888 catalyst types from USPTO. Predict which catalyst facilitates the given reaction. Reactant: [F:1][C:2]1[CH:3]=[C:4]([CH:12]=[CH:13][CH:14]=1)[NH:5][C:6]1[CH:11]=[CH:10][CH:9]=[CH:8][CH:7]=1.[Cl:15][C:16](Cl)([O:18]C(=O)OC(Cl)(Cl)Cl)Cl.N1C=CC=CC=1. Product: [F:1][C:2]1[CH:3]=[C:4]([N:5]([C:6]2[CH:11]=[CH:10][CH:9]=[CH:8][CH:7]=2)[C:16]([Cl:15])=[O:18])[CH:12]=[CH:13][CH:14]=1. The catalyst class is: 4.